This data is from Reaction yield outcomes from USPTO patents with 853,638 reactions. The task is: Predict the reaction yield, written as a fraction of the theoretical maximum amount of product (1.0 means a 100% yield; for example, 0.34 means a 34% yield). (1) The reactants are [NH2:1][C:2]1[CH:3]=[C:4]([CH:21]=[CH:22][CH:23]=1)[O:5][C:6]1[CH:7]=[CH:8][C:9]2[N:10]([CH:12]=[C:13]([NH:15][C:16]([CH:18]3[CH2:20][CH2:19]3)=[O:17])[N:14]=2)[N:11]=1.[OH:24][C:25]([CH3:31])([CH3:30])[CH2:26][C:27](O)=[O:28].Cl.CN(C)CCCN=C=NCC.ON1C2C=CC=CC=2N=N1.C(N(CC)CC)C. The catalyst is CN(C)C=O. The product is [OH:24][C:25]([CH3:31])([CH3:30])[CH2:26][C:27]([NH:1][C:2]1[CH:3]=[C:4]([CH:21]=[CH:22][CH:23]=1)[O:5][C:6]1[CH:7]=[CH:8][C:9]2[N:10]([CH:12]=[C:13]([NH:15][C:16]([CH:18]3[CH2:20][CH2:19]3)=[O:17])[N:14]=2)[N:11]=1)=[O:28]. The yield is 0.160. (2) The reactants are [Cl:1][C:2]1[CH:3]=[C:4]([CH2:10][CH2:11][OH:12])[CH:5]=[C:6]([Cl:9])[C:7]=1[SH:8].[Cl:13][C:14]1[N:15]=[N:16][C:17](Cl)=[CH:18][C:19]=1[CH:20]([CH3:22])[CH3:21].C(=O)([O-])[O-].[K+].[K+].Cl. The catalyst is CS(C)=O.O. The product is [Cl:1][C:2]1[CH:3]=[C:4]([CH2:10][CH2:11][OH:12])[CH:5]=[C:6]([Cl:9])[C:7]=1[S:8][C:17]1[N:16]=[N:15][C:14]([Cl:13])=[C:19]([CH:20]([CH3:22])[CH3:21])[CH:18]=1. The yield is 0.520. (3) The reactants are [F:1][C:2]1[CH:10]=[C:9]2[C:5]([C:6]([C:11]3[CH:19]=[CH:18][C:17]4[C:13](=[CH:14][N:15]([CH:20]5[CH2:25][CH2:24][N:23](C(OC(C)(C)C)=O)[CH2:22][CH2:21]5)[N:16]=4)[CH:12]=3)=[CH:7][NH:8]2)=[CH:4][CH:3]=1.Cl. The catalyst is O1CCOCC1. The product is [F:1][C:2]1[CH:10]=[C:9]2[C:5]([C:6]([C:11]3[CH:19]=[CH:18][C:17]4[C:13](=[CH:14][N:15]([CH:20]5[CH2:25][CH2:24][NH:23][CH2:22][CH2:21]5)[N:16]=4)[CH:12]=3)=[CH:7][NH:8]2)=[CH:4][CH:3]=1. The yield is 0.430. (4) The reactants are [Br:1][C:2]1[CH:3]=[N:4][CH:5]=[C:6]([N+:9]([O-:11])=[O:10])[C:7]=1Cl.[CH3:12][O:13][C:14]1[CH:19]=[CH:18][C:17]([NH2:20])=[CH:16][CH:15]=1. The catalyst is ClCCl.C(OCC)(=O)C. The product is [Br:1][C:2]1[CH:3]=[N:4][CH:5]=[C:6]([N+:9]([O-:11])=[O:10])[C:7]=1[NH:20][C:17]1[CH:18]=[CH:19][C:14]([O:13][CH3:12])=[CH:15][CH:16]=1. The yield is 0.820. (5) The yield is 0.580. The reactants are Br[C:2]1[S:3][CH:4]=[CH:5][C:6]=1[C:7]([OH:9])=[O:8].[C:10]1([CH3:19])[CH:15]=[CH:14][CH:13]=[C:12](B(O)O)[CH:11]=1.C([O-])([O-])=O.[K+].[K+]. The product is [C:10]1([CH3:19])[CH:15]=[CH:14][CH:13]=[C:12]([C:2]2[S:3][CH:4]=[CH:5][C:6]=2[C:7]([OH:9])=[O:8])[CH:11]=1. The catalyst is CC(O)C.C1(C)C=CC=CC=1.CCOCC.C1C=CC([P]([Pd]([P](C2C=CC=CC=2)(C2C=CC=CC=2)C2C=CC=CC=2)([P](C2C=CC=CC=2)(C2C=CC=CC=2)C2C=CC=CC=2)[P](C2C=CC=CC=2)(C2C=CC=CC=2)C2C=CC=CC=2)(C2C=CC=CC=2)C2C=CC=CC=2)=CC=1. (6) The reactants are [CH3:1][O:2][C:3]([C:5]1[CH:10]=[CH:9][C:8]([N:11]2[CH2:16][CH2:15][CH2:14][CH2:13][CH:12]2[C:17](OC)=[O:18])=[C:7]([N+:21]([O-])=O)[CH:6]=1)=[O:4].Cl. The catalyst is CCOC(C)=O.[Zn]. The product is [O:18]=[C:17]1[NH:21][C:7]2[CH:6]=[C:5]([C:3]([O:2][CH3:1])=[O:4])[CH:10]=[CH:9][C:8]=2[N:11]2[CH2:16][CH2:15][CH2:14][CH2:13][CH:12]12. The yield is 0.880. (7) The reactants are [H-].[Al+3].[Li+].[H-].[H-].[H-].C(NC1C=CC=CN=1)C.[F:16][C:17]1[CH:26]=[C:25]([F:27])[CH:24]=[C:23]2[C:18]=1[CH2:19][CH2:20][C:21](=[O:28])[CH2:22]2. The catalyst is CCOCC. The product is [OH:28][C@@H:21]1[CH2:20][CH2:19][C:18]2[C:23](=[CH:24][C:25]([F:27])=[CH:26][C:17]=2[F:16])[CH2:22]1. The yield is 0.470. (8) The reactants are C([O:4][CH2:5][CH2:6][N:7]1[CH2:12][CH2:11][N:10]([C:13]2[CH:18]=[C:17]([CH2:19][CH2:20][CH3:21])[C:16]([C:22]([O:31][CH2:32][C:33]3[CH:38]=[CH:37][C:36]([O:39][CH3:40])=[CH:35][CH:34]=3)([C:27]([F:30])([F:29])[F:28])[C:23]([F:26])([F:25])[F:24])=[CH:15][N:14]=2)[CH2:9][CH2:8]1)(=O)C.C(=O)([O-])[O-].[K+].[K+]. The catalyst is CO. The product is [F:25][C:23]([F:24])([F:26])[C:22]([C:16]1[C:17]([CH2:19][CH2:20][CH3:21])=[CH:18][C:13]([N:10]2[CH2:11][CH2:12][N:7]([CH2:6][CH2:5][OH:4])[CH2:8][CH2:9]2)=[N:14][CH:15]=1)([O:31][CH2:32][C:33]1[CH:34]=[CH:35][C:36]([O:39][CH3:40])=[CH:37][CH:38]=1)[C:27]([F:30])([F:29])[F:28]. The yield is 0.470. (9) The reactants are [CH3:1][C:2]1[CH:7]=[CH:6][C:5]([S:8]([O-:11])(=[O:10])=[O:9])=[CH:4][CH:3]=1.[CH3:12][N+:13]1[C:17]2[CH:18]=[CH:19][CH:20]=[CH:21][C:16]=2[S:15][C:14]=1SC.[Br-].NCC[CH2:28][N+:29]1[C:38]2[C:33](=[CH:34][CH:35]=[CH:36][CH:37]=2)[C:32]([CH3:39])=[CH:31][CH:30]=1.C(O)C.C(N(CC)CC)C. The catalyst is CCOCC. The product is [CH3:1][C:2]1[CH:3]=[CH:4][C:5]([S:8]([O-:11])(=[O:10])=[O:9])=[CH:6][CH:7]=1.[CH3:12][N:13]1[C:17]2[C:16]([S:15]/[C:14]/1=[CH:39]\[C:32]1[C:33]3[C:38](=[CH:37][CH:36]=[CH:35][CH:34]=3)[N+:29]([CH3:28])=[CH:30][CH:31]=1)=[CH:21][CH:20]=[CH:19][CH:18]=2. The yield is 0.110. (10) The reactants are [Br:1][C:2]1[CH:3]=[C:4]([F:14])[C:5]2[CH2:10][O:9][CH:8]([CH2:11]Br)[O:7][C:6]=2[CH:13]=1.[CH2:15]([NH2:18])[CH2:16][CH3:17]. The catalyst is CCO. The product is [Br:1][C:2]1[CH:3]=[C:4]([F:14])[C:5]2[CH2:10][O:9][CH:8]([CH2:11][NH:18][CH2:15][CH2:16][CH3:17])[O:7][C:6]=2[CH:13]=1. The yield is 0.820.